From a dataset of Catalyst prediction with 721,799 reactions and 888 catalyst types from USPTO. Predict which catalyst facilitates the given reaction. (1) Reactant: C([O:5][C:6](=[O:31])[C:7]1[CH:12]=[CH:11][C:10]([C:13]2[CH2:17][C:16]([C:22]3[CH:27]=[C:26]([Cl:28])[CH:25]=[C:24]([Cl:29])[CH:23]=3)([C:18]([F:21])([F:20])[F:19])[O:15][CH:14]=2)=[CH:9][C:8]=1[CH3:30])(C)(C)C.FC(F)(F)C(O)=O. Product: [Cl:29][C:24]1[CH:23]=[C:22]([C:16]2([C:18]([F:20])([F:21])[F:19])[O:15][CH:14]=[C:13]([C:10]3[CH:11]=[CH:12][C:7]([C:6]([OH:31])=[O:5])=[C:8]([CH3:30])[CH:9]=3)[CH2:17]2)[CH:27]=[C:26]([Cl:28])[CH:25]=1. The catalyst class is: 4. (2) Reactant: [Cl:1][C:2]1[CH:9]=[CH:8][C:5]([CH2:6][OH:7])=[CH:4][CH:3]=1.[Na].Cl[C:12]1[N:17]=[C:16]([O:18][CH3:19])[N:15]=[C:14]([NH:20][C:21]2[CH:26]=[CH:25][C:24]([N:27]3[CH:31]=[C:30]([CH3:32])[N:29]=[CH:28]3)=[C:23]([O:33][CH3:34])[CH:22]=2)[N:13]=1. The catalyst class is: 30. Product: [Cl:1][C:2]1[CH:9]=[CH:8][C:5]([CH2:6][O:7][C:12]2[N:17]=[C:16]([O:18][CH3:19])[N:15]=[C:14]([NH:20][C:21]3[CH:26]=[CH:25][C:24]([N:27]4[CH:31]=[C:30]([CH3:32])[N:29]=[CH:28]4)=[C:23]([O:33][CH3:34])[CH:22]=3)[N:13]=2)=[CH:4][CH:3]=1. (3) Reactant: [Cl:1][C:2]1[N:7]=[C:6]2[NH:8][CH:9]=[CH:10][C:5]2=[CH:4][CH:3]=1.[H-].[Na+].Br[CH2:14][CH2:15][C:16]1[CH:21]=[CH:20][C:19]([O:22][CH3:23])=[C:18]([O:24][CH3:25])[CH:17]=1.O. Product: [Cl:1][C:2]1[N:7]=[C:6]2[N:8]([CH2:14][CH2:15][C:16]3[CH:21]=[CH:20][C:19]([O:22][CH3:23])=[C:18]([O:24][CH3:25])[CH:17]=3)[CH:9]=[CH:10][C:5]2=[CH:4][CH:3]=1. The catalyst class is: 9. (4) The catalyst class is: 4. Reactant: [CH3:1][O:2][C:3]([C:5]1[S:9][C:8]([N:10]2[CH2:15][CH2:14][NH:13][CH2:12][CH2:11]2)=[N:7][CH:6]=1)=[O:4].[C:16]([C:19]1[CH:24]=[CH:23][C:22]([S:25](Cl)(=[O:27])=[O:26])=[CH:21][CH:20]=1)(=[O:18])[CH3:17].C(N(CC)CC)C.O. Product: [CH3:1][O:2][C:3]([C:5]1[S:9][C:8]([N:10]2[CH2:11][CH2:12][N:13]([S:25]([C:22]3[CH:21]=[CH:20][C:19]([C:16](=[O:18])[CH3:17])=[CH:24][CH:23]=3)(=[O:27])=[O:26])[CH2:14][CH2:15]2)=[N:7][CH:6]=1)=[O:4].